From a dataset of Forward reaction prediction with 1.9M reactions from USPTO patents (1976-2016). Predict the product of the given reaction. Given the reactants [Br:1][C:2]1[C:10]2[C:5](=[N:6][CH:7]=[CH:8][CH:9]=2)[NH:4][CH:3]=1.[OH-].[Na+].[N:13]1[C:22]2[C:17](=[CH:18][CH:19]=[CH:20][C:21]=2[S:23](Cl)(=[O:25])=[O:24])[CH:16]=[CH:15][CH:14]=1, predict the reaction product. The product is: [Br:1][C:2]1[C:10]2[C:5](=[N:6][CH:7]=[CH:8][CH:9]=2)[N:4]([S:23]([C:21]2[CH:20]=[CH:19][CH:18]=[C:17]3[C:22]=2[N:13]=[CH:14][CH:15]=[CH:16]3)(=[O:24])=[O:25])[CH:3]=1.